This data is from Full USPTO retrosynthesis dataset with 1.9M reactions from patents (1976-2016). The task is: Predict the reactants needed to synthesize the given product. (1) Given the product [Cl:4][C:5]1[C:6]([N:11]2[CH2:20][CH2:19][C:18]3[C:17]([NH:21][C:22]4[CH:27]=[CH:26][C:25]([C:28]([F:31])([F:30])[F:29])=[CH:24][CH:23]=4)=[N:16][C:15]([O:2][CH3:1])=[N:14][C:13]=3[CH2:12]2)=[N:7][CH:8]=[CH:9][CH:10]=1, predict the reactants needed to synthesize it. The reactants are: [CH3:1][O-:2].[Na+].[Cl:4][C:5]1[C:6]([N:11]2[CH2:20][CH2:19][C:18]3[C:17]([NH:21][C:22]4[CH:27]=[CH:26][C:25]([C:28]([F:31])([F:30])[F:29])=[CH:24][CH:23]=4)=[N:16][C:15](S(C)(=O)=O)=[N:14][C:13]=3[CH2:12]2)=[N:7][CH:8]=[CH:9][CH:10]=1. (2) Given the product [CH:39]1([CH2:42][O:43][C:44]2[CH:52]=[CH:51][C:47]3[O:48][CH2:49][O:50][C:46]=3[C:45]=2[C:53]2[C:54]3[NH:61][C:60]([CH3:62])=[C:59]([C:63]([NH:2][C@@H:3]([CH2:33][C:34]4[N:35]=[CH:36][S:37][CH:38]=4)[C:4]([N:6]4[CH2:7][CH2:8][CH:9]([N:12]5[N:21]=[C:20]([C:22]6[CH:27]=[CH:26][C:25]([O:28][CH3:29])=[C:24]([O:30][CH3:31])[CH:23]=6)[C@@H:19]6[C@@H:14]([CH2:15][CH2:16][CH2:17][CH2:18]6)[C:13]5=[O:32])[CH2:10][CH2:11]4)=[O:5])=[O:64])[C:55]=3[N:56]=[CH:57][N:58]=2)[CH2:40][CH2:41]1, predict the reactants needed to synthesize it. The reactants are: Cl.[NH2:2][C@@H:3]([CH2:33][C:34]1[N:35]=[CH:36][S:37][CH:38]=1)[C:4]([N:6]1[CH2:11][CH2:10][CH:9]([N:12]2[N:21]=[C:20]([C:22]3[CH:27]=[CH:26][C:25]([O:28][CH3:29])=[C:24]([O:30][CH3:31])[CH:23]=3)[C@@H:19]3[C@@H:14]([CH2:15][CH2:16][CH2:17][CH2:18]3)[C:13]2=[O:32])[CH2:8][CH2:7]1)=[O:5].[CH:39]1([CH2:42][O:43][C:44]2[CH:52]=[CH:51][C:47]3[O:48][CH2:49][O:50][C:46]=3[C:45]=2[C:53]2[C:54]3[NH:61][C:60]([CH3:62])=[C:59]([C:63](O)=[O:64])[C:55]=3[N:56]=[CH:57][N:58]=2)[CH2:41][CH2:40]1.CN(C(ON1N=NC2C=CC=NC1=2)=[N+](C)C)C.F[P-](F)(F)(F)(F)F.CCN(C(C)C)C(C)C. (3) Given the product [CH3:11][C:3]1([C:5]2[CH:10]=[CH:9][CH:8]=[CH:7][CH:6]=2)[CH:4]=[CH:2]1, predict the reactants needed to synthesize it. The reactants are: Br[CH:2]1[CH2:4][C:3]1([CH3:11])[C:5]1[CH:10]=[CH:9][CH:8]=[CH:7][CH:6]=1.CC(C)([O-])C.[K+].C(OCC)C.O. (4) Given the product [NH2:40][C:36]([C@H:9]1[CH2:10][C@H:11]([O:14][C:15]2[CH:16]=[C:17]3[C:22](=[CH:23][C:24]=2[O:25][CH3:26])[N:21]=[CH:20][N:19]=[C:18]3[NH:27][C:28]2[CH:33]=[CH:32][CH:31]=[C:30]([Cl:34])[C:29]=2[F:35])[CH2:12][CH2:13][N:8]1[C:6]([O:5][C:1]([CH3:3])([CH3:4])[CH3:2])=[O:7])=[O:38], predict the reactants needed to synthesize it. The reactants are: [C:1]([O:5][C:6]([N:8]1[CH2:13][CH2:12][C@@H:11]([O:14][C:15]2[CH:16]=[C:17]3[C:22](=[CH:23][C:24]=2[O:25][CH3:26])[N:21]=[CH:20][N:19]=[C:18]3[NH:27][C:28]2[CH:33]=[CH:32][CH:31]=[C:30]([Cl:34])[C:29]=2[F:35])[CH2:10][C@@H:9]1[C:36]([OH:38])=O)=[O:7])([CH3:4])([CH3:3])[CH3:2].C[N:40]1CCOCC1.N. (5) Given the product [C:4]([N:7]1[C:15]2[C:10](=[CH:11][C:12]([Br:20])=[C:13]([S:16]([NH:1][OH:2])(=[O:18])=[O:17])[CH:14]=2)[CH2:9][CH2:8]1)(=[O:6])[CH3:5], predict the reactants needed to synthesize it. The reactants are: [NH2:1][OH:2].O.[C:4]([N:7]1[C:15]2[C:10](=[CH:11][C:12]([Br:20])=[C:13]([S:16](Cl)(=[O:18])=[O:17])[CH:14]=2)[CH2:9][CH2:8]1)(=[O:6])[CH3:5].